Dataset: NCI-60 drug combinations with 297,098 pairs across 59 cell lines. Task: Regression. Given two drug SMILES strings and cell line genomic features, predict the synergy score measuring deviation from expected non-interaction effect. (1) Drug 2: CC1=C(C(=O)C2=C(C1=O)N3CC4C(C3(C2COC(=O)N)OC)N4)N. Synergy scores: CSS=4.66, Synergy_ZIP=-3.84, Synergy_Bliss=-1.98, Synergy_Loewe=-14.2, Synergy_HSA=-3.22. Drug 1: CN(C(=O)NC(C=O)C(C(C(CO)O)O)O)N=O. Cell line: NCI-H322M. (2) Drug 1: CC(C1=C(C=CC(=C1Cl)F)Cl)OC2=C(N=CC(=C2)C3=CN(N=C3)C4CCNCC4)N. Drug 2: N.N.Cl[Pt+2]Cl. Cell line: HOP-92. Synergy scores: CSS=3.31, Synergy_ZIP=-2.97, Synergy_Bliss=-3.29, Synergy_Loewe=-10.00, Synergy_HSA=-3.43. (3) Drug 1: CC1=C2C(C(=O)C3(C(CC4C(C3C(C(C2(C)C)(CC1OC(=O)C(C(C5=CC=CC=C5)NC(=O)OC(C)(C)C)O)O)OC(=O)C6=CC=CC=C6)(CO4)OC(=O)C)OC)C)OC. Drug 2: CCC1(C2=C(COC1=O)C(=O)N3CC4=CC5=C(C=CC(=C5CN(C)C)O)N=C4C3=C2)O.Cl. Cell line: NCI-H460. Synergy scores: CSS=63.9, Synergy_ZIP=10.3, Synergy_Bliss=8.14, Synergy_Loewe=5.89, Synergy_HSA=11.2. (4) Drug 1: C1CCC(C1)C(CC#N)N2C=C(C=N2)C3=C4C=CNC4=NC=N3. Drug 2: C1C(C(OC1N2C=C(C(=O)NC2=O)F)CO)O. Cell line: SF-268. Synergy scores: CSS=10.2, Synergy_ZIP=-8.78, Synergy_Bliss=-12.9, Synergy_Loewe=-28.4, Synergy_HSA=-15.8. (5) Drug 1: COC1=C2C(=CC3=C1OC=C3)C=CC(=O)O2. Drug 2: CCC1(C2=C(COC1=O)C(=O)N3CC4=CC5=C(C=CC(=C5CN(C)C)O)N=C4C3=C2)O.Cl. Cell line: NCI-H226. Synergy scores: CSS=1.24, Synergy_ZIP=-4.17, Synergy_Bliss=-8.33, Synergy_Loewe=-25.5, Synergy_HSA=-11.6.